Dataset: Reaction yield outcomes from USPTO patents with 853,638 reactions. Task: Predict the reaction yield, written as a fraction of the theoretical maximum amount of product (1.0 means a 100% yield; for example, 0.34 means a 34% yield). (1) The reactants are Br[C:2]1[CH:3]=[C:4]2[C:8](=[C:9]([Cl:11])[CH:10]=1)[C:7](=[O:12])[N:6]([CH2:13][C:14]1[CH:19]=[CH:18][C:17]([O:20][C:21]([F:24])([F:23])[F:22])=[CH:16][CH:15]=1)[CH2:5]2.[CH3:25][Si:26]([CH3:31])([CH3:30])[CH2:27][C:28]#C. The catalyst is C(NC(C)C)(C)C.ClCCl.Cl[Pd](Cl)([P](C1C=CC=CC=1)(C1C=CC=CC=1)C1C=CC=CC=1)[P](C1C=CC=CC=1)(C1C=CC=CC=1)C1C=CC=CC=1.[Cu]I. The product is [Cl:11][C:9]1[CH:10]=[C:2]([C:28]#[C:27][Si:26]([CH3:31])([CH3:30])[CH3:25])[CH:3]=[C:4]2[C:8]=1[C:7](=[O:12])[N:6]([CH2:13][C:14]1[CH:19]=[CH:18][C:17]([O:20][C:21]([F:24])([F:23])[F:22])=[CH:16][CH:15]=1)[CH2:5]2. The yield is 0.460. (2) The reactants are [C:1](=[S:12])([S:7][CH2:8][C:9]([OH:11])=O)SCC(O)=O.C(=O)([O-])[O-].[K+].[K+].[NH2:19][C:20]1[CH:25]=[CH:24][CH:23]=[CH:22][CH:21]=1. The catalyst is O. The product is [C:20]1([N:19]2[C:9](=[O:11])[CH2:8][S:7][C:1]2=[S:12])[CH:25]=[CH:24][CH:23]=[CH:22][CH:21]=1. The yield is 0.540. (3) The reactants are [F:1][C:2]1[CH:7]=[CH:6][C:5]([CH2:8][C:9]2[CH:18]=[C:17]3[C:12]([C:13]([OH:26])=[C:14]([C:21](OCC)=[O:22])[C:15](=[O:20])[N:16]3[CH3:19])=[N:11][CH:10]=2)=[CH:4][CH:3]=1.C(N(CC)CC)C.Cl.[CH3:35][S:36]([CH2:39][CH2:40][NH2:41])(=[O:38])=[O:37]. No catalyst specified. The product is [F:1][C:2]1[CH:7]=[CH:6][C:5]([CH2:8][C:9]2[CH:18]=[C:17]3[C:12]([C:13]([OH:26])=[C:14]([C:21]([NH:41][CH2:40][CH2:39][S:36]([CH3:35])(=[O:38])=[O:37])=[O:22])[C:15](=[O:20])[N:16]3[CH3:19])=[N:11][CH:10]=2)=[CH:4][CH:3]=1. The yield is 0.220. (4) The reactants are [NH2:1][CH:2]1[C:8]2=[N:9][C:10]([C:14]3[CH:19]=[CH:18][N:17]=[CH:16][N:15]=3)=[CH:11][C:12](=[O:13])[N:7]2[CH2:6][CH2:5][O:4][CH2:3]1.[CH:20](=O)[C:21]1[CH:26]=[CH:25][CH:24]=[CH:23][CH:22]=1.C(O[BH-](OC(=O)C)OC(=O)C)(=O)C.[Na+].C(O)(=O)C. The catalyst is ClCCl. The product is [CH2:20]([NH:1][CH:2]1[C:8]2=[N:9][C:10]([C:14]3[CH:19]=[CH:18][N:17]=[CH:16][N:15]=3)=[CH:11][C:12](=[O:13])[N:7]2[CH2:6][CH2:5][O:4][CH2:3]1)[C:21]1[CH:26]=[CH:25][CH:24]=[CH:23][CH:22]=1. The yield is 0.130. (5) The reactants are [Cl:1][C:2]1[C:11]2[NH:10][C:9](=[O:12])[C:8]3[S:13][CH:14]=[CH:15][C:7]=3[C:6]=2[C:5]([C:16]2[CH:21]=[CH:20][C:19]([C@@H:22]([N:24](C)[C:25](=O)OC(C)(C)C)[CH3:23])=[CH:18][CH:17]=2)=[C:4]([O:33]C)[CH:3]=1.BrB(Br)Br. No catalyst specified. The product is [ClH:1].[Cl:1][C:2]1[C:11]2[NH:10][C:9](=[O:12])[C:8]3[S:13][CH:14]=[CH:15][C:7]=3[C:6]=2[C:5]([C:16]2[CH:21]=[CH:20][C:19]([C@@H:22]([NH:24][CH3:25])[CH3:23])=[CH:18][CH:17]=2)=[C:4]([OH:33])[CH:3]=1. The yield is 0.600. (6) The yield is 0.990. The product is [CH2:1]([C@@H:8]1[C@@H:16]([O:17][CH2:18][CH:19]([CH3:21])[CH3:20])[C@H:15]([CH3:22])[O:14][C:13](=[O:23])[C@@H:12]([N:24]([C:25]([O:26][C:27]([CH3:28])([CH3:29])[CH3:30])=[O:31])[C:32](=[O:33])[O:34][C:35]([CH3:36])([CH3:37])[CH3:38])[CH2:11][O:10][CH2:9]1)[C:2]1[CH:7]=[CH:6][CH:5]=[CH:4][CH:3]=1. The catalyst is CCOC(C)=O.[Pd]. The reactants are [CH2:1]([C@@H:8]1[C@@H:16]([O:17][CH2:18][C:19]([CH3:21])=[CH2:20])[C@H:15]([CH3:22])[O:14][C:13](=[O:23])[C@@H:12]([N:24]([C:32]([O:34][C:35]([CH3:38])([CH3:37])[CH3:36])=[O:33])[C:25](=[O:31])[O:26][C:27]([CH3:30])([CH3:29])[CH3:28])[CH2:11][O:10][CH2:9]1)[C:2]1[CH:7]=[CH:6][CH:5]=[CH:4][CH:3]=1.[H][H]. (7) The reactants are CCN=C=NCCCN(C)C.CN(C=O)C.[C:17]1([N:23]2[C:31]3[C:26](=[CH:27][CH:28]=[CH:29][CH:30]=3)[CH:25]=[C:24]2[C:32](O)=[O:33])[CH:22]=[CH:21][CH:20]=[CH:19][CH:18]=1.[NH2:35][C@H:36]([C:40]([NH:42][CH:43]([CH:52]([OH:55])[CH2:53][F:54])[CH2:44][C:45]([O:47][C:48]([CH3:51])([CH3:50])[CH3:49])=[O:46])=[O:41])[CH:37]([CH3:39])[CH3:38]. The catalyst is CN(C1C=CN=CC=1)C.C(Cl)Cl. The product is [C:17]1([N:23]2[C:31]3[C:26](=[CH:27][CH:28]=[CH:29][CH:30]=3)[CH:25]=[C:24]2[C:32]([NH:35][C@H:36]([C:40]([NH:42][CH:43]([CH:52]([OH:55])[CH2:53][F:54])[CH2:44][C:45]([O:47][C:48]([CH3:49])([CH3:50])[CH3:51])=[O:46])=[O:41])[CH:37]([CH3:38])[CH3:39])=[O:33])[CH:22]=[CH:21][CH:20]=[CH:19][CH:18]=1. The yield is 0.780. (8) The reactants are [CH3:1][O:2][C:3]1[CH:32]=[CH:31][C:6]([CH2:7][N:8]([C:26]2[S:27][CH:28]=[CH:29][N:30]=2)[S:9]([C:12]2[CH:13]=[CH:14][C:15]3[NH:20][C:19](=O)[CH:18]([CH2:22][O:23][CH3:24])[O:17][C:16]=3[CH:25]=2)(=[O:11])=[O:10])=[CH:5][CH:4]=1.CSC. The catalyst is C1COCC1. The product is [CH3:1][O:2][C:3]1[CH:4]=[CH:5][C:6]([CH2:7][N:8]([C:26]2[S:27][CH:28]=[CH:29][N:30]=2)[S:9]([C:12]2[CH:13]=[CH:14][C:15]3[NH:20][CH2:19][CH:18]([CH2:22][O:23][CH3:24])[O:17][C:16]=3[CH:25]=2)(=[O:11])=[O:10])=[CH:31][CH:32]=1. The yield is 0.716. (9) The catalyst is CN(C=O)C. The yield is 0.240. The product is [NH2:17][C:15]1[N:14]=[CH:13][N:12]=[C:11]2[N:10]([CH:18]([CH3:19])[CH3:20])[N:9]=[C:8]([C:5]3[CH:6]=[CH:7][C:2]([NH:1][CH:31]([CH3:30])[CH2:32][OH:33])=[C:3]([O:21][CH3:22])[CH:4]=3)[C:16]=12. The reactants are [NH2:1][C:2]1[CH:7]=[CH:6][C:5]([C:8]2[C:16]3[C:11](=[N:12][CH:13]=[N:14][C:15]=3[NH2:17])[N:10]([CH:18]([CH3:20])[CH3:19])[N:9]=2)=[CH:4][C:3]=1[O:21][CH3:22].C([O-])([O-])=O.[K+].[K+].Br[CH2:30][CH2:31][CH2:32][OH:33]. (10) The reactants are [Br:1][C:2]1(Br)[CH2:10][CH2:9][C:5]2[CH:6]=[CH:7][S:8][C:4]=2[C:3]1=[O:11].C(=O)([O-])[O-].[Na+].[Na+]. The catalyst is CN(C)C=O. The product is [Br:1][C:2]1[CH:10]=[CH:9][C:5]2[CH:6]=[CH:7][S:8][C:4]=2[C:3]=1[OH:11]. The yield is 0.770.